From a dataset of Full USPTO retrosynthesis dataset with 1.9M reactions from patents (1976-2016). Predict the reactants needed to synthesize the given product. (1) Given the product [O:24]=[CH:2][CH2:1][C:4]1([C:16]2[CH:21]=[CH:20][CH:19]=[CH:18][CH:17]=2)[CH2:8][CH2:7][N:6]([C:9]([O:11][C:12]([CH3:15])([CH3:14])[CH3:13])=[O:10])[CH2:5]1, predict the reactants needed to synthesize it. The reactants are: [CH2:1]([C:4]1([C:16]2[CH:21]=[CH:20][CH:19]=[CH:18][CH:17]=2)[CH2:8][CH2:7][N:6]([C:9]([O:11][C:12]([CH3:15])([CH3:14])[CH3:13])=[O:10])[CH2:5]1)[CH:2]=C.CC(C)=[O:24].O. (2) Given the product [NH2:22][C:17]1[CH:18]=[CH:19][CH:20]=[C:21]2[C:16]=1[NH:15][N:14]=[C:13]2[C:8]([C:5]1[CH:4]=[CH:3][C:2]([Cl:1])=[CH:7][CH:6]=1)([CH2:11][CH3:12])[C:9]#[N:10], predict the reactants needed to synthesize it. The reactants are: [Cl:1][C:2]1[CH:7]=[CH:6][C:5]([C:8]([C:13]2[C:21]3[C:16](=[C:17]([N+:22]([O-])=O)[CH:18]=[CH:19][CH:20]=3)[NH:15][N:14]=2)([CH2:11][CH3:12])[C:9]#[N:10])=[CH:4][CH:3]=1.